This data is from Forward reaction prediction with 1.9M reactions from USPTO patents (1976-2016). The task is: Predict the product of the given reaction. (1) Given the reactants [CH:1]([C:4]1[C:9](=[O:10])[NH:8][C:7](=[O:11])[NH:6][C:5]=1[C:12]([C:14]1[CH:15]=[C:16]([CH:19]=[C:20]([CH3:22])[CH:21]=1)[C:17]#[N:18])=[O:13])([CH3:3])[CH3:2].C(=O)([O-])[O-].[K+].[K+].I[CH:30]([CH3:32])[CH3:31], predict the reaction product. The product is: [CH:30]([N:6]1[C:5]([C:12]([C:14]2[CH:15]=[C:16]([CH:19]=[C:20]([CH3:22])[CH:21]=2)[C:17]#[N:18])=[O:13])=[C:4]([CH:1]([CH3:3])[CH3:2])[C:9](=[O:10])[NH:8][C:7]1=[O:11])([CH3:32])[CH3:31]. (2) Given the reactants [N:1]1([O:10][C:11](N(C)C)=[N+](C)C)[C:5]2[N:6]=[CH:7][CH:8]=[CH:9][C:4]=2N=[N:2]1.F[P-](F)(F)(F)(F)F.C([O:29]C([N:32]1[CH2:37][CH2:36][O:35][CH2:34][CH:33]1[C:38]([OH:40])=O)=O)(C)(C)C.[CH:41](N(CC)C(C)C)([CH3:43])[CH3:42].C(O)=O.NCC1C=C(CN2[C:70]3[C:65](=[C:66]([OH:71])[CH:67]=[CH:68][CH:69]=3)[C:64]([NH:72][S:73]([C:76]3[S:77][C:78]([Cl:81])=[CH:79][CH:80]=3)(=[O:75])=[O:74])=N2)C=CC=1.ClC1SC(S(NC2C3C(=CC=CC=3O)N(CC3C=C(CNC(C4COCCN4C(OC(C)(C)C)=O)=O)C=CC=3)N=2)(=O)=O)=CC=1.Cl.O1CCOCC1, predict the reaction product. The product is: [CH:11]([OH:10])=[O:29].[Cl:81][C:78]1[S:77][C:76]([S:73]([NH:72][C:64]2[C:65]3[C:70](=[CH:69][CH:68]=[CH:67][C:66]=3[OH:71])[N:1]([CH2:5][C:4]3[CH:9]=[C:8]([CH2:7][NH:6][C:38]([CH:33]4[CH2:34][O:35][CH2:36][CH2:37][NH:32]4)=[O:40])[CH:42]=[CH:41][CH:43]=3)[N:2]=2)(=[O:75])=[O:74])=[CH:80][CH:79]=1.